From a dataset of Forward reaction prediction with 1.9M reactions from USPTO patents (1976-2016). Predict the product of the given reaction. (1) Given the reactants [CH3:1][O:2][C:3]([N:5]1[CH2:10][CH2:9][CH:8]([CH3:11])[CH:7]([O:12][C:13](=[O:15])[CH3:14])[CH:6]1OC(=O)C)=[O:4].C(OC1C(C)CCN(C(O)=O)C1O)(=O)C, predict the reaction product. The product is: [CH3:1][O:2][C:3]([N:5]1[CH:6]=[C:7]([O:12][C:13](=[O:15])[CH3:14])[CH:8]([CH3:11])[CH2:9][CH2:10]1)=[O:4]. (2) Given the reactants [O:1]=[S:2]1(=[O:16])[CH2:6][CH2:5][CH2:4][N:3]1[C:7]1[CH:15]=[CH:14][C:10]([C:11]([OH:13])=O)=[CH:9][CH:8]=1.Cl.[CH3:18][C:19]1[CH:24]=[C:23]([CH3:25])[CH:22]=[CH:21][C:20]=1[N:26]1[CH2:32][CH2:31][CH2:30][NH:29][CH2:28][CH2:27]1.CN1CCOCC1.O.[Cl-].COC1N=C(OC)N=C([N+]2(C)CCOCC2)N=1, predict the reaction product. The product is: [CH3:18][C:19]1[CH:24]=[C:23]([CH3:25])[CH:22]=[CH:21][C:20]=1[N:26]1[CH2:32][CH2:31][CH2:30][N:29]([C:11]([C:10]2[CH:9]=[CH:8][C:7]([N:3]3[CH2:4][CH2:5][CH2:6][S:2]3(=[O:1])=[O:16])=[CH:15][CH:14]=2)=[O:13])[CH2:28][CH2:27]1. (3) Given the reactants [Cl:1][C:2]1[CH:3]=[C:4]([NH2:19])[C:5]([NH2:18])=[CH:6][C:7]=1[C:8]1[CH:13]=[CH:12][C:11]([C:14]([F:17])([F:16])[F:15])=[CH:10][CH:9]=1.C(=O)([O-])[O-].[Na+].[Na+].[F:26][C:27]([F:35])([F:34])[C:28]([F:33])([F:32])[C:29](O)=O, predict the reaction product. The product is: [Cl:1][C:2]1[C:7]([C:8]2[CH:13]=[CH:12][C:11]([C:14]([F:17])([F:16])[F:15])=[CH:10][CH:9]=2)=[CH:6][C:5]2[NH:18][C:29]([C:28]([F:33])([F:32])[C:27]([F:35])([F:34])[F:26])=[N:19][C:4]=2[CH:3]=1. (4) Given the reactants C([Li])CCC.[Cl:6][C:7]1[CH:12]=[CH:11][N:10]=[C:9]2[CH:13]=[CH:14][S:15][C:8]=12.CN([CH:19]=[O:20])C.Cl.C(=O)(O)[O-].[Na+], predict the reaction product. The product is: [Cl:6][C:7]1[CH:12]=[CH:11][N:10]=[C:9]2[CH:13]=[C:14]([CH:19]=[O:20])[S:15][C:8]=12. (5) Given the reactants Cl.Cl.[NH:3]1[CH2:8][CH2:7][CH:6](/[CH:9]=[C:10]2/[C:11]([NH:16][CH2:17][C:18]#[CH:19])=[N:12][C:13](=[O:15])[S:14]/2)[CH2:5][CH2:4]1.[C:20](=O)([O-])[O-].[K+].[K+].Br[CH2:27][C:28]1[CH:35]=[CH:34][C:31]([C:32]#[N:33])=[CH:30][C:29]=1[C:36]([F:39])([F:38])[F:37].[OH2:40], predict the reaction product. The product is: [OH:40][C:18]([CH3:20])([CH3:19])[CH2:17][NH:16][C:11]1=[N:12][C:13](=[O:15])[S:14]/[C:10]/1=[CH:9]\[CH:6]1[CH2:7][CH2:8][N:3]([CH2:27][C:28]2[CH:35]=[CH:34][C:31]([C:32]#[N:33])=[CH:30][C:29]=2[C:36]([F:39])([F:38])[F:37])[CH2:4][CH2:5]1.